Dataset: Forward reaction prediction with 1.9M reactions from USPTO patents (1976-2016). Task: Predict the product of the given reaction. (1) Given the reactants Cl[CH2:2][C:3]([C:5]1[C:6]([F:17])=[CH:7][N:8]=[C:9]2[C:14]=1[N:13]=[C:12]([O:15]C)[CH:11]=[CH:10]2)=[CH2:4].[I-].[Na+], predict the reaction product. The product is: [F:17][C:6]1[CH:7]=[N:8][C:9]2[CH:10]=[CH:11][C:12](=[O:15])[N:13]3[CH2:2][C:3](=[CH2:4])[C:5]=1[C:14]=23. (2) Given the reactants [C:1]1([C@@H:7]([NH:9][C:10]2[N:15]=[C:14]([N:16]3[C:20]4[CH:21]=[C:22]([NH2:25])[CH:23]=[CH:24][C:19]=4[N:18]=[CH:17]3)[CH:13]=[N:12][CH:11]=2)[CH3:8])[CH:6]=[CH:5][CH:4]=[CH:3][CH:2]=1.[CH3:26][O:27][CH2:28][C:29](Cl)=[O:30], predict the reaction product. The product is: [CH3:26][O:27][CH2:28][C:29]([NH:25][C:22]1[CH:23]=[CH:24][C:19]2[N:18]=[CH:17][N:16]([C:14]3[CH:13]=[N:12][CH:11]=[C:10]([NH:9][C@H:7]([C:1]4[CH:6]=[CH:5][CH:4]=[CH:3][CH:2]=4)[CH3:8])[N:15]=3)[C:20]=2[CH:21]=1)=[O:30]. (3) Given the reactants [F:1][C:2]1[CH:7]=[CH:6][C:5]([C:8]2[O:31][C:11]3=[N:12][C:13]([CH2:25][CH2:26][C:27]([F:30])([F:29])[F:28])=[C:14]([C:16]4[CH:17]=[C:18]([CH:22]=[CH:23][CH:24]=4)[C:19](O)=[O:20])[CH:15]=[C:10]3[C:9]=2[C:32](=[O:35])[NH:33][CH3:34])=[CH:4][CH:3]=1.C(N(C(C)C)C(C)C)C.CN([C:48]([O:52][N:53]1N=[N:60][C:55]2[CH:56]=[CH:57][CH:58]=[N:59][C:54]1=2)=[N+](C)C)C.F[P-](F)(F)(F)(F)F, predict the reaction product. The product is: [O:52]1[CH:48]=[N:59][C:54]([C:55]2([NH:60][C:19]([C:18]3[CH:17]=[C:16]([C:14]4[CH:15]=[C:10]5[C:9]([C:32]([NH:33][CH3:34])=[O:35])=[C:8]([C:5]6[CH:6]=[CH:7][C:2]([F:1])=[CH:3][CH:4]=6)[O:31][C:11]5=[N:12][C:13]=4[CH2:25][CH2:26][C:27]([F:29])([F:30])[F:28])[CH:24]=[CH:23][CH:22]=3)=[O:20])[CH2:56][CH2:57][CH2:58]2)=[N:53]1. (4) Given the reactants [NH2:1][C:2]1[CH:7]=[CH:6][CH:5]=[C:4]([CH2:8][N:9]2[C:17](=[O:18])[C:16]3[C:11](=[CH:12][CH:13]=[CH:14][CH:15]=3)[C:10]2=[O:19])[N:3]=1.C(N(CC)CC)C.[CH3:27][S:28](Cl)(=[O:30])=[O:29], predict the reaction product. The product is: [CH3:27][S:28]([NH:1][C:2]1[CH:7]=[CH:6][CH:5]=[C:4]([CH2:8][N:9]2[C:10](=[O:19])[C:11]3[C:16](=[CH:15][CH:14]=[CH:13][CH:12]=3)[C:17]2=[O:18])[N:3]=1)(=[O:30])=[O:29]. (5) Given the reactants [F:1][CH:2]([F:39])[C:3]1[N:7]([C:8]2[N:13]=[C:12]([N:14]3[CH2:19][CH2:18][O:17][CH2:16][CH2:15]3)[N:11]=[C:10]([N:20]([CH3:27])[CH:21]3[CH2:26][CH2:25][NH:24][CH2:23][CH2:22]3)[N:9]=2)[C:6]2[CH:28]=[CH:29][CH:30]=[C:31]([O:32][CH2:33][CH2:34][CH2:35][N:36]([CH3:38])[CH3:37])[C:5]=2[N:4]=1.C([O-])([O-])=O.[K+].[K+].[Cl:46][CH2:47][C:48](Cl)=[O:49], predict the reaction product. The product is: [ClH:46].[Cl:46][CH2:47][C:48]([N:24]1[CH2:25][CH2:26][CH:21]([N:20]([CH3:27])[C:10]2[N:9]=[C:8]([N:7]3[C:6]4[CH:28]=[CH:29][CH:30]=[C:31]([O:32][CH2:33][CH2:34][CH2:35][N:36]([CH3:38])[CH3:37])[C:5]=4[NH:4][CH:3]3[CH:2]([F:1])[F:39])[N:13]=[C:12]([N:14]3[CH2:19][CH2:18][O:17][CH2:16][CH2:15]3)[N:11]=2)[CH2:22][CH2:23]1)=[O:49]. (6) Given the reactants [Cl:1][C:2]1[CH:7]=[C:6]([F:8])[CH:5]=[CH:4][C:3]=1[CH:9]([CH2:14][CH:15]=[CH2:16])[C:10]([O:12][CH3:13])=[O:11].ClC1C=CC=C(C(OO)=[O:25])C=1, predict the reaction product. The product is: [Cl:1][C:2]1[CH:7]=[C:6]([F:8])[CH:5]=[CH:4][C:3]=1[CH:9]([CH2:14][CH:15]1[CH2:16][O:25]1)[C:10]([O:12][CH3:13])=[O:11]. (7) Given the reactants Br[C:2]1[CH:3]=[C:4]2[C:8](=[CH:9][CH:10]=1)[NH:7][N:6]=[CH:5]2.CC1(C)C2C(=C(P(C3C=CC=CC=3)C3C=CC=CC=3)C=CC=2)OC2C(P(C3C=CC=CC=3)C3C=CC=CC=3)=CC=CC1=2.O.[CH3:54][N:55](C=O)C, predict the reaction product. The product is: [NH:7]1[C:8]2[C:4](=[CH:3][C:2]([C:54]#[N:55])=[CH:10][CH:9]=2)[CH:5]=[N:6]1. (8) Given the reactants [CH3:1][O:2][C:3](=[O:25])[C:4]1[CH:9]=[CH:8][C:7]([NH:10][CH:11]([CH2:14][CH3:15])[CH2:12][CH3:13])=[C:6]([NH:16][C:17](=O)[CH2:18][C:19]2[S:20][CH:21]=[CH:22][CH:23]=2)[CH:5]=1.Cl, predict the reaction product. The product is: [CH3:1][O:2][C:3]([C:4]1[CH:9]=[CH:8][C:7]2[N:10]([CH:11]([CH2:14][CH3:15])[CH2:12][CH3:13])[C:17]([CH2:18][C:19]3[S:20][CH:21]=[CH:22][CH:23]=3)=[N:16][C:6]=2[CH:5]=1)=[O:25]. (9) The product is: [Cl:11][C:12]1[CH:17]=[C:16]([C:18]2[CH:23]=[N:22][CH:21]=[C:20]([CH3:24])[N:19]=2)[CH:15]=[CH:14][C:13]=1[C:25]1[C:36](=[O:37])[N:35]([CH2:38][CH:39]=[O:40])[C:28]2[N:29]=[C:30]([S:33][CH3:34])[N:31]=[CH:32][C:27]=2[CH:26]=1. Given the reactants C(Cl)(=O)C(Cl)=O.CS(C)=O.[Cl:11][C:12]1[CH:17]=[C:16]([C:18]2[CH:23]=[N:22][CH:21]=[C:20]([CH3:24])[N:19]=2)[CH:15]=[CH:14][C:13]=1[C:25]1[C:36](=[O:37])[N:35]([CH2:38][CH2:39][OH:40])[C:28]2[N:29]=[C:30]([S:33][CH3:34])[N:31]=[CH:32][C:27]=2[CH:26]=1.ClC1C(C=O)=CN=C(SC)N=1, predict the reaction product.